Dataset: Forward reaction prediction with 1.9M reactions from USPTO patents (1976-2016). Task: Predict the product of the given reaction. (1) The product is: [C:1]([O:5][C:6](=[O:67])[C@H:7]([NH:46][C:47](=[O:66])[NH:48][C@H:49]([CH2:57][CH2:58][C:59]([O:61][C:62]([CH3:65])([CH3:64])[CH3:63])=[O:60])[C:50]([O:52][C:53]([CH3:56])([CH3:55])[CH3:54])=[O:51])[CH2:8][CH2:9][CH2:10][CH2:11][NH:12][C:13](=[O:45])[CH2:14][N:15]1[C:19]([CH2:20][N:21]2[C:29](=[O:30])[C:28]3[C:23](=[CH:24][CH:25]=[CH:26][CH:27]=3)[C:22]2=[O:31])=[C:18]([I:68])[N:17]=[N:16]1)([CH3:4])([CH3:3])[CH3:2]. Given the reactants [C:1]([O:5][C:6](=[O:67])[C@@H:7]([NH:46][C:47](=[O:66])[NH:48][C@@H:49]([CH2:57][CH2:58][C:59]([O:61][C:62]([CH3:65])([CH3:64])[CH3:63])=[O:60])[C:50]([O:52][C:53]([CH3:56])([CH3:55])[CH3:54])=[O:51])[CH2:8][CH2:9][CH2:10][CH2:11][NH:12][C:13](=[O:45])[CH2:14][N:15]1[C:19]([CH2:20][N:21]2[C:29](=[O:30])[C:28]3[C:23](=[CH:24][CH:25]=[CH:26][CH:27]=3)[C:22]2=[O:31])=[C:18]([Sn](CCCC)(CCCC)CCCC)[N:17]=[N:16]1)([CH3:4])([CH3:3])[CH3:2].[I:68]I, predict the reaction product. (2) Given the reactants [N+:1]([C:4]1[CH:5]=[C:6]([CH:9]=[CH:10][CH:11]=1)[CH:7]=[O:8])([O-:3])=[O:2].S([CH2:22][N+:23]#[C-:24])(C1C=CC(C)=CC=1)(=O)=O.CO, predict the reaction product. The product is: [N+:1]([C:4]1[CH:5]=[C:6]([C:7]2[O:8][CH:24]=[N:23][CH:22]=2)[CH:9]=[CH:10][CH:11]=1)([O-:3])=[O:2]. (3) The product is: [OH:1][CH:2]([C:23]1[CH:24]=[CH:25][C:26]([O:29][C:30]2[CH:35]=[CH:34][CH:33]=[CH:32][CH:31]=2)=[CH:27][CH:28]=1)[CH:3]([CH2:9][C:10]1[CH:15]=[CH:14][CH:13]=[C:12]([O:16][C:17]([F:22])([F:21])[CH:18]([F:20])[F:19])[CH:11]=1)[C:4]([OH:6])=[O:5]. Given the reactants [OH:1][CH:2]([C:23]1[CH:28]=[CH:27][C:26]([O:29][C:30]2[CH:35]=[CH:34][CH:33]=[CH:32][CH:31]=2)=[CH:25][CH:24]=1)[CH:3]([CH2:9][C:10]1[CH:15]=[CH:14][CH:13]=[C:12]([O:16][C:17]([F:22])([F:21])[CH:18]([F:20])[F:19])[CH:11]=1)[C:4]([O:6]CC)=[O:5].[OH-].[Na+].Cl, predict the reaction product.